From a dataset of Full USPTO retrosynthesis dataset with 1.9M reactions from patents (1976-2016). Predict the reactants needed to synthesize the given product. (1) Given the product [C:15]([N:17]=[S:18]([C:23]1[CH:24]=[CH:25][C:26]([CH2:27][NH2:28])=[CH:39][CH:40]=1)([CH:20]([CH3:22])[CH3:21])=[O:19])#[N:16], predict the reactants needed to synthesize it. The reactants are: C(N=S(C1C=CC(CN)=CC=1)(C)=O)#N.[C:15]([N:17]=[S:18]([C:23]1[CH:40]=[CH:39][C:26]([CH2:27][N:28]2C(=O)C3C(=CC=CC=3)C2=O)=[CH:25][CH:24]=1)([CH:20]([CH3:22])[CH3:21])=[O:19])#[N:16]. (2) Given the product [F:15][C:14]1[C:13]([F:16])=[CH:10][C:9]([F:17])=[C:8]([F:18])[C:7]=1[NH2:6], predict the reactants needed to synthesize it. The reactants are: S(=O)(=O)(O)O.[NH2:6][C:7]1[C:14]([F:15])=[C:13]([F:16])[C:10](C#N)=[C:9]([F:17])[C:8]=1[F:18].NC1C(F)=C(F)C(F)=C(F)C=1C#N. (3) The reactants are: [CH3:1][O:2][C:3]([C@@H:5]1[CH2:9][CH2:8][CH2:7][NH:6]1)=[O:4].[Br:10][C:11]1[CH:12]=[N:13][CH:14]=[C:15]([CH2:17]Cl)[CH:16]=1. Given the product [CH3:1][O:2][C:3]([C@@H:5]1[CH2:9][CH2:8][CH2:7][N:6]1[CH2:17][C:15]1[CH:14]=[N:13][CH:12]=[C:11]([Br:10])[CH:16]=1)=[O:4], predict the reactants needed to synthesize it. (4) The reactants are: C([O:3][C:4](=[O:24])[CH2:5][N:6]1[CH2:11][CH2:10][CH:9]([C:12](=[O:23])[C:13]2[CH:18]=[CH:17][C:16]([O:19][CH3:20])=[C:15]([O:21][CH3:22])[CH:14]=2)[CH2:8][CH2:7]1)C.O[Li].O. Given the product [CH3:22][O:21][C:15]1[CH:14]=[C:13]([CH:18]=[CH:17][C:16]=1[O:19][CH3:20])[C:12]([CH:9]1[CH2:8][CH2:7][N:6]([CH2:5][C:4]([OH:24])=[O:3])[CH2:11][CH2:10]1)=[O:23], predict the reactants needed to synthesize it. (5) The reactants are: [CH3:1][O:2][C:3](=[O:25])[C@@H:4]([N:9]1[CH2:13][C:12]([O:14][C:15]2[CH:20]=[CH:19][CH:18]=[C:17]([O:21]C)[C:16]=2[F:23])=[CH:11][C:10]1=[O:24])[CH2:5][CH:6]([CH3:8])[CH3:7].B(Br)(Br)Br.Cl. Given the product [CH3:1][O:2][C:3](=[O:25])[C@@H:4]([N:9]1[CH2:13][C:12]([O:14][C:15]2[CH:20]=[CH:19][CH:18]=[C:17]([OH:21])[C:16]=2[F:23])=[CH:11][C:10]1=[O:24])[CH2:5][CH:6]([CH3:8])[CH3:7], predict the reactants needed to synthesize it.